Dataset: Catalyst prediction with 721,799 reactions and 888 catalyst types from USPTO. Task: Predict which catalyst facilitates the given reaction. (1) Reactant: Br[C:2]1[CH:12]=[CH:11][C:5]([C:6]([O:8][CH2:9][CH3:10])=[O:7])=[CH:4][CH:3]=1.[F:13][C:14]([F:25])([F:24])[C:15]1[CH:20]=[CH:19][C:18](B(O)O)=[CH:17][CH:16]=1.C(=O)([O-])[O-].[Na+].[Na+]. Product: [F:13][C:14]([F:25])([F:24])[C:15]1[CH:20]=[CH:19][C:18]([C:2]2[CH:12]=[CH:11][C:5]([C:6]([O:8][CH2:9][CH3:10])=[O:7])=[CH:4][CH:3]=2)=[CH:17][CH:16]=1. The catalyst class is: 628. (2) Product: [ClH:15].[Cl:15][CH2:11][C:3]1[CH:2]=[N:1][C:10]2[C:5]([CH:4]=1)=[CH:6][CH:7]=[CH:8][CH:9]=2. The catalyst class is: 2. Reactant: [N:1]1[C:10]2[C:5](=[CH:6][CH:7]=[CH:8][CH:9]=2)[CH:4]=[C:3]([CH2:11]O)[CH:2]=1.O=S(Cl)[Cl:15]. (3) Reactant: C(Cl)(=O)C(Cl)=O.CN(C)C=O.[Cl:12][C:13]1[CH:18]=[CH:17][C:16]([C:19]2[N:20]([C:27]3[CH:32]=[CH:31][C:30]([S:33]([CH3:36])(=[O:35])=[O:34])=[CH:29][CH:28]=3)[CH:21]=[C:22]([C:24](O)=[O:25])[N:23]=2)=[CH:15][CH:14]=1.[CH3:37][NH:38][O:39][CH3:40].Cl.N1C=CC=CC=1. Product: [Cl:12][C:13]1[CH:18]=[CH:17][C:16]([C:19]2[N:20]([C:27]3[CH:28]=[CH:29][C:30]([S:33]([CH3:36])(=[O:35])=[O:34])=[CH:31][CH:32]=3)[CH:21]=[C:22]([C:24]([N:38]([O:39][CH3:40])[CH3:37])=[O:25])[N:23]=2)=[CH:15][CH:14]=1. The catalyst class is: 10. (4) Reactant: [Br:1][C:2]1[CH:7]=[C:6]2[N:8]=[CH:9][C:10]3([CH2:15][CH2:14][S:13][CH2:12][CH2:11]3)[C:5]2=[CH:4][CH:3]=1.[Br:16][C:17]1[CH:22]=[CH:21][CH:20]=[C:19]2[N:23]=[CH:24][C:25]3([CH2:30][CH2:29][S:28][CH2:27][CH2:26]3)[C:18]=12.COCCO[AlH2-]OCCOC.[Na+]. Product: [Br:1][C:2]1[CH:7]=[C:6]2[NH:8][CH2:9][C:10]3([CH2:15][CH2:14][S:13][CH2:12][CH2:11]3)[C:5]2=[CH:4][CH:3]=1.[Br:16][C:17]1[CH:22]=[CH:21][CH:20]=[C:19]2[NH:23][CH2:24][C:25]3([CH2:30][CH2:29][S:28][CH2:27][CH2:26]3)[C:18]=12. The catalyst class is: 11. (5) Reactant: C([O:4][C@@H:5]1[C@@H:10]([O:11]C(=O)C)[C@H:9]([O:15]C(=O)C)[C@@H:8]([CH2:19][O:20]C(=O)C)[O:7][C@:6]21[C:32]1[C:27](=[CH:28][C:29]([Cl:42])=[C:30]([CH2:33][C:34]3[CH:39]=[CH:38][C:37]([CH2:40][CH3:41])=[CH:36][CH:35]=3)[CH:31]=1)[O:26][CH2:25][CH2:24]2)(=O)C.O(C)[Li]. Product: [Cl:42][C:29]1[CH:28]=[C:27]2[O:26][CH2:25][CH2:24][C@@:6]3([C@H:5]([OH:4])[C@@H:10]([OH:11])[C@H:9]([OH:15])[C@@H:8]([CH2:19][OH:20])[O:7]3)[C:32]2=[CH:31][C:30]=1[CH2:33][C:34]1[CH:35]=[CH:36][C:37]([CH2:40][CH3:41])=[CH:38][CH:39]=1. The catalyst class is: 5.